This data is from Catalyst prediction with 721,799 reactions and 888 catalyst types from USPTO. The task is: Predict which catalyst facilitates the given reaction. Reactant: [CH2:1]([N:8]1[C:14](=O)[C:13]2[CH:16]=[CH:17][C:18]([F:21])=[C:19]([Br:20])[C:12]=2[O:11][CH2:10][CH2:9]1)[C:2]1[CH:7]=[CH:6][CH:5]=[CH:4][CH:3]=1.B.O1CCCC1.CO. Product: [CH2:1]([N:8]1[CH2:14][C:13]2[CH:16]=[CH:17][C:18]([F:21])=[C:19]([Br:20])[C:12]=2[O:11][CH2:10][CH2:9]1)[C:2]1[CH:3]=[CH:4][CH:5]=[CH:6][CH:7]=1. The catalyst class is: 7.